Dataset: Reaction yield outcomes from USPTO patents with 853,638 reactions. Task: Predict the reaction yield, written as a fraction of the theoretical maximum amount of product (1.0 means a 100% yield; for example, 0.34 means a 34% yield). (1) The reactants are [Cl:1][C:2]([Cl:52])([Cl:51])[CH2:3][O:4][C:5]([C@@H:7]1[CH2:12][CH2:11][CH2:10][N:9]([C:13](=[O:50])[C@@H:14]([NH:35][C:36](=[O:49])[C@@H:37]([NH:41][C:42]([O:44]C(C)(C)C)=O)[CH:38]([CH3:40])[CH3:39])[C@H:15]([O:17][Si:18]([C:31]([CH3:34])([CH3:33])[CH3:32])([C:25]2[CH:30]=[CH:29][CH:28]=[CH:27][CH:26]=2)[C:19]2[CH:24]=[CH:23][CH:22]=[CH:21][CH:20]=2)[CH3:16])[NH:8]1)=[O:6].FC(F)(F)S(O[Si](C)(C)C)(=O)=O.C(N(CC)C(C)C)(C)C.[C:74]([O:77][C@@H:78]([C:80]1[CH:89]=[CH:88][C:87]2[C:82](=[CH:83][C:84](/[CH:90]=[CH:91]/[C:92](C)([CH3:96])[C:93](O)=O)=[CH:85][CH:86]=2)[N:81]=1)[CH3:79])(=[O:76])[CH3:75].C[NH3+].F[P-](F)(F)(F)(F)F.N1(OC(N(C)C)=[N+](C)C)C2N=CC=CC=2N=N1.F[P-](F)(F)(F)(F)F. The catalyst is ClCCl.C(#N)C. The product is [Cl:1][C:2]([Cl:51])([Cl:52])[CH2:3][O:4][C:5]([C@@H:7]1[CH2:12][CH2:11][CH2:10][N:9]([C:13](=[O:50])[C@@H:14]([NH:35][C:36](=[O:49])[C@@H:37]([NH:41][C:42](=[O:44])[C:92]([CH3:96])([CH3:93])/[CH:91]=[CH:90]/[C:84]2[CH:83]=[C:82]3[C:87]([CH:88]=[CH:89][C:80]([C@H:78]([O:77][C:74](=[O:76])[CH3:75])[CH3:79])=[N:81]3)=[CH:86][CH:85]=2)[CH:38]([CH3:40])[CH3:39])[C@H:15]([O:17][Si:18]([C:31]([CH3:34])([CH3:32])[CH3:33])([C:25]2[CH:30]=[CH:29][CH:28]=[CH:27][CH:26]=2)[C:19]2[CH:24]=[CH:23][CH:22]=[CH:21][CH:20]=2)[CH3:16])[NH:8]1)=[O:6]. The yield is 0.530. (2) The reactants are [OH:1][C:2]1[CH:7]=[CH:6][C:5]([CH2:8][CH2:9][C:10]([OH:12])=[O:11])=[CH:4][CH:3]=1.[H-].[Na+].[CH2:15](Br)[C:16]1[CH:21]=[CH:20][CH:19]=[CH:18][CH:17]=1. The catalyst is CN(C=O)C. The product is [CH2:15]([O:1][C:2]1[CH:3]=[CH:4][C:5]([CH2:8][CH2:9][C:10]([OH:12])=[O:11])=[CH:6][CH:7]=1)[C:16]1[CH:21]=[CH:20][CH:19]=[CH:18][CH:17]=1. The yield is 0.720. (3) The reactants are [Cl-].[NH4+:2].C1(C)C=CC=CC=1.C[Al](C)C.[Cl:14][C:15]1[N:16]=[CH:17][C:18]([C:21]([O:23]C)=O)=[N:19][CH:20]=1.C(=O)([O-])O.[Na+]. The catalyst is C1C=CC=CC=1.O. The product is [Cl:14][C:15]1[N:16]=[CH:17][C:18]([C:21]([NH2:2])=[O:23])=[N:19][CH:20]=1. The yield is 0.430. (4) The reactants are [Br:1][C:2]1[CH:7]=[CH:6][C:5]([NH:8][C@@H:9]2[C@@H:13]([OH:14])[CH2:12][N:11]([C:15]([O:17][C:18]([CH3:21])([CH3:20])[CH3:19])=[O:16])[CH2:10]2)=[C:4]([N+:22]([O-:24])=[O:23])[CH:3]=1.[Cl:25][CH2:26][C:27](O)=[O:28].C1(P(C2C=CC=CC=2)C2C=CC=CC=2)C=CC=CC=1.CCOC(/N=N/C(OCC)=O)=O. The catalyst is O1CCCC1. The product is [Br:1][C:2]1[CH:7]=[CH:6][C:5]([NH:8][C@@H:9]2[C@H:13]([O:14][C:27](=[O:28])[CH2:26][Cl:25])[CH2:12][N:11]([C:15]([O:17][C:18]([CH3:20])([CH3:21])[CH3:19])=[O:16])[CH2:10]2)=[C:4]([N+:22]([O-:24])=[O:23])[CH:3]=1. The yield is 0.980. (5) The yield is 0.715. The catalyst is C(O)C. The reactants are [CH:1]12[CH2:10][CH:5]3[CH2:6][CH:7]([CH2:9][CH:3]([CH2:4]3)[CH:2]1[C:11]1[CH2:15][CH:14]=[CH:13][CH:12]=1)[CH2:8]2.[C:16]([C:24]1[CH:29]=[CH:28][CH:27]=[CH:26][CH:25]=1)(=O)[C:17]1[CH:22]=[CH:21][CH:20]=[CH:19][CH:18]=1.C[O-].[Na+]. The product is [CH:1]12[CH2:8][CH:7]3[CH2:6][CH:5]([CH2:4][CH:3]([CH2:9]3)[CH:2]1[C:11]1[CH:15]=[CH:14][C:13](=[C:16]([C:17]3[CH:22]=[CH:21][CH:20]=[CH:19][CH:18]=3)[C:24]3[CH:29]=[CH:28][CH:27]=[CH:26][CH:25]=3)[CH:12]=1)[CH2:10]2. (6) The reactants are [F:1][C:2]([F:19])([F:18])[C:3]1[N:8]=[CH:7][C:6]([CH2:9][O:10][C:11]2[CH:16]=[CH:15][NH:14][C:13](=[O:17])[CH:12]=2)=[CH:5][CH:4]=1.Br[C:21]1[CH:22]=[CH:23][C:24]2[C:25]3[CH2:34][N:33]([C:35]([O:37][C:38]([CH3:41])([CH3:40])[CH3:39])=[O:36])[CH2:32][CH2:31][C:26]=3[N:27]([CH3:30])[C:28]=2[CH:29]=1. No catalyst specified. The product is [CH3:30][N:27]1[C:28]2[CH:29]=[C:21]([N:14]3[CH:15]=[CH:16][C:11]([O:10][CH2:9][C:6]4[CH:7]=[N:8][C:3]([C:2]([F:1])([F:18])[F:19])=[CH:4][CH:5]=4)=[CH:12][C:13]3=[O:17])[CH:22]=[CH:23][C:24]=2[C:25]2[CH2:34][N:33]([C:35]([O:37][C:38]([CH3:41])([CH3:40])[CH3:39])=[O:36])[CH2:32][CH2:31][C:26]1=2. The yield is 0.400. (7) The reactants are [Cl:1][C:2]1[C:3]([F:13])=[C:4]([I:12])[C:5]([OH:11])=[C:6]([C:8](=[O:10])[CH3:9])[CH:7]=1.CI.[C:16](=O)([O-])[O-].[K+].[K+]. The catalyst is CN(C=O)C.CCOCC. The product is [Cl:1][C:2]1[C:3]([F:13])=[C:4]([I:12])[C:5]([O:11][CH3:16])=[C:6]([C:8](=[O:10])[CH3:9])[CH:7]=1. The yield is 0.700.